Dataset: Peptide-MHC class I binding affinity with 185,985 pairs from IEDB/IMGT. Task: Regression. Given a peptide amino acid sequence and an MHC pseudo amino acid sequence, predict their binding affinity value. This is MHC class I binding data. (1) The peptide sequence is KHDFIDNPL. The MHC is HLA-A24:03 with pseudo-sequence HLA-A24:03. The binding affinity (normalized) is 0.0847. (2) The peptide sequence is DVAASSLLY. The MHC is HLA-A68:01 with pseudo-sequence HLA-A68:01. The binding affinity (normalized) is 0.546. (3) The peptide sequence is IAHVRDVVM. The MHC is HLA-B08:01 with pseudo-sequence HLA-B08:01. The binding affinity (normalized) is 0.519. (4) The MHC is HLA-A68:01 with pseudo-sequence HLA-A68:01. The peptide sequence is TAVAKCNLNH. The binding affinity (normalized) is 0. (5) The peptide sequence is KINNNRIVA. The MHC is HLA-A02:02 with pseudo-sequence HLA-A02:02. The binding affinity (normalized) is 0.219. (6) The binding affinity (normalized) is 0.0847. The MHC is HLA-B39:01 with pseudo-sequence HLA-B39:01. The peptide sequence is WQGPSAAAY.